From a dataset of Reaction yield outcomes from USPTO patents with 853,638 reactions. Predict the reaction yield, written as a fraction of the theoretical maximum amount of product (1.0 means a 100% yield; for example, 0.34 means a 34% yield). (1) The product is [CH3:3][NH:4][C:5]1[N:10]=[C:9]([CH2:11][CH2:12][O:13][C:14]2[CH:15]=[CH:16][C:17]3[C:21]([CH2:22][CH2:23][C:24]([OH:26])=[O:25])=[CH:20][S:19][C:18]=3[CH:27]=2)[CH:8]=[CH:7][CH:6]=1. The yield is 0.550. The catalyst is O.C(OCC)(=O)C. The reactants are [OH-].[Na+].[CH3:3][NH:4][C:5]1[N:10]=[C:9]([CH2:11][CH2:12][O:13][C:14]2[CH:15]=[CH:16][C:17]3[C:21]([CH2:22][CH2:23][C:24]([O-:26])=[O:25])=[CH:20][S:19][C:18]=3[CH:27]=2)[CH:8]=[CH:7][CH:6]=1.C1COCC1.Cl. (2) The reactants are [CH3:1][O:2][C:3]1[CH:8]=[CH:7][C:6](Br)=[CH:5][CH:4]=1.[C:10]1(B(O)O)[CH:15]=[CH:14][CH:13]=[CH:12][CH:11]=1. No catalyst specified. The product is [CH3:1][O:2][C:3]1[CH:8]=[CH:7][C:6]([C:10]2[CH:15]=[CH:14][CH:13]=[CH:12][CH:11]=2)=[CH:5][CH:4]=1. The yield is 0.940.